This data is from Full USPTO retrosynthesis dataset with 1.9M reactions from patents (1976-2016). The task is: Predict the reactants needed to synthesize the given product. Given the product [Cl:1][C:2]1[S:6][C:5]([S:7]([NH:10][C:14](=[O:15])[O:16][CH2:17][C:18]([Cl:21])([Cl:20])[Cl:19])(=[O:9])=[O:8])=[CH:4][CH:3]=1, predict the reactants needed to synthesize it. The reactants are: [Cl:1][C:2]1[S:6][C:5]([S:7]([NH2:10])(=[O:9])=[O:8])=[CH:4][CH:3]=1.[OH-].[Na+].Cl[C:14]([O:16][CH2:17][C:18]([Cl:21])([Cl:20])[Cl:19])=[O:15].Cl.